From a dataset of Catalyst prediction with 721,799 reactions and 888 catalyst types from USPTO. Predict which catalyst facilitates the given reaction. (1) Reactant: [NH2:1][CH2:2][CH2:3][OH:4].[Cl:5][C:6]1[C:14]([N+:15]([O-:17])=[O:16])=[CH:13][C:12]([N+:18]([O-:20])=[O:19])=[CH:11][C:7]=1[C:8](Cl)=[O:9].Cl. Product: [Cl:5][C:6]1[C:14]([N+:15]([O-:17])=[O:16])=[CH:13][C:12]([N+:18]([O-:20])=[O:19])=[CH:11][C:7]=1[C:8]([NH:1][CH2:2][CH2:3][OH:4])=[O:9]. The catalyst class is: 6. (2) Reactant: [CH:1]1([CH2:4][O:5][C:6]2[CH:7]=[C:8]([CH:12]=[CH:13][C:14]=2[O:15][CH:16]([F:18])[F:17])[C:9]([OH:11])=O)[CH2:3][CH2:2]1.[CH:19]1[N:23]=[CH:22][N:21](C([N:21]2[CH:22]=[N:23][CH:19]=[CH:20]2)=O)[CH:20]=1. Product: [CH:1]1([CH2:4][O:5][C:6]2[CH:7]=[C:8]([C:9]([N:21]3[CH:20]=[CH:19][N:23]=[CH:22]3)=[O:11])[CH:12]=[CH:13][C:14]=2[O:15][CH:16]([F:18])[F:17])[CH2:2][CH2:3]1. The catalyst class is: 1. (3) Reactant: [C:1]([O:4][CH:5]([CH2:9][CH2:10][S:11][CH3:12])[C:6]([OH:8])=O)(=[O:3])[CH3:2].S(Cl)(Cl)=O.C(N(CC)CC)C.[CH2:24]([NH2:36])[CH2:25][CH2:26][CH2:27][CH2:28][CH2:29][CH2:30][CH2:31][CH2:32][CH2:33][CH2:34][CH3:35]. Product: [C:1]([O:4][CH:5]([CH2:9][CH2:10][S:11][CH3:12])[C:6]([NH:36][CH2:24][CH2:25][CH2:26][CH2:27][CH2:28][CH2:29][CH2:30][CH2:31][CH2:32][CH2:33][CH2:34][CH3:35])=[O:8])(=[O:3])[CH3:2]. The catalyst class is: 4. (4) Reactant: [F:1][CH2:2][CH2:3][N:4]1[C:9](=[O:10])[C:8]2[C:11]([C:32]3[CH:37]=[CH:36][CH:35]=[CH:34][CH:33]=3)=[C:12]([C:14]3[CH:19]=[CH:18][C:17]([C:20]4([NH:24]C(=O)OC(C)(C)C)[CH2:23][CH2:22][CH2:21]4)=[CH:16][CH:15]=3)[O:13][C:7]=2[N:6]=[C:5]1[NH:38][CH2:39][CH2:40][OH:41]. Product: [NH2:24][C:20]1([C:17]2[CH:16]=[CH:15][C:14]([C:12]3[O:13][C:7]4[N:6]=[C:5]([NH:38][CH2:39][CH2:40][OH:41])[N:4]([CH2:3][CH2:2][F:1])[C:9](=[O:10])[C:8]=4[C:11]=3[C:32]3[CH:33]=[CH:34][CH:35]=[CH:36][CH:37]=3)=[CH:19][CH:18]=2)[CH2:21][CH2:22][CH2:23]1. The catalyst class is: 2. (5) Reactant: C([O:3][C:4](=[O:30])[CH2:5][CH2:6][CH2:7][CH2:8][C:9]([NH:11][CH:12]1[CH2:17][CH2:16][N:15]([C:18]([O:20][CH2:21][C:22]2[CH:27]=[C:26]([Cl:28])[CH:25]=[C:24]([Cl:29])[CH:23]=2)=[O:19])[CH2:14][CH2:13]1)=[O:10])C.O[Li].O.Cl. Product: [Cl:28][C:26]1[CH:27]=[C:22]([CH:23]=[C:24]([Cl:29])[CH:25]=1)[CH2:21][O:20][C:18]([N:15]1[CH2:16][CH2:17][CH:12]([NH:11][C:9](=[O:10])[CH2:8][CH2:7][CH2:6][CH2:5][C:4]([OH:30])=[O:3])[CH2:13][CH2:14]1)=[O:19]. The catalyst class is: 249.